Predict the reactants needed to synthesize the given product. From a dataset of Full USPTO retrosynthesis dataset with 1.9M reactions from patents (1976-2016). (1) The reactants are: [NH2:1][C@H:2]([C:5]1[N:14]([C:15]2[CH:20]=[CH:19][CH:18]=[C:17]([O:21][CH2:22][C:23]([F:26])([F:25])[F:24])[CH:16]=2)[C:13](=[O:27])[C:12]2[C:7](=[CH:8][CH:9]=[CH:10][C:11]=2[F:28])[N:6]=1)[CH2:3][CH3:4].Cl[C:30]1[C:31]2[CH:38]=[CH:37][NH:36][C:32]=2[N:33]=[CH:34][N:35]=1.C(N(C(C)C)CC)(C)C. Given the product [N:33]1[C:32]2[NH:36][CH:37]=[CH:38][C:31]=2[C:30]([NH:1][C@H:2]([C:5]2[N:14]([C:15]3[CH:20]=[CH:19][CH:18]=[C:17]([O:21][CH2:22][C:23]([F:26])([F:24])[F:25])[CH:16]=3)[C:13](=[O:27])[C:12]3[C:7](=[CH:8][CH:9]=[CH:10][C:11]=3[F:28])[N:6]=2)[CH2:3][CH3:4])=[N:35][CH:34]=1, predict the reactants needed to synthesize it. (2) Given the product [OH:1][C@@H:2]([C@H:4]1[C:25](=[O:26])[N:6]2[C:7]([C:12]([O:14][CH2:15][C:16]3[CH:21]=[CH:20][C:19]([N+:22]([O-:24])=[O:23])=[CH:18][CH:17]=3)=[O:13])=[C:8]([C:41]3[S:40][C:39]4=[C:35]([C:33]([C:31]5[CH:30]=[N:29][CH:28]=[N:27][CH:32]=5)=[O:34])[N:36]=[CH:37][N:38]4[CH:42]=3)[C@H:9]([CH3:10])[C@H:5]12)[CH3:3], predict the reactants needed to synthesize it. The reactants are: [OH:1][C@@H:2]([C@H:4]1[C:25](=[O:26])[N:6]2[C@@H:7]([C:12]([O:14][CH2:15][C:16]3[CH:21]=[CH:20][C:19]([N+:22]([O-:24])=[O:23])=[CH:18][CH:17]=3)=[O:13])[C:8](=O)[C@H:9]([CH3:10])[C@H:5]12)[CH3:3].[N:27]1[CH:32]=[C:31]([C:33]([C:35]2[N:36]=[CH:37][N:38]3[CH:42]=[C:41]([Sn](CCCC)(CCCC)CCCC)[S:40][C:39]=23)=[O:34])[CH:30]=[N:29][CH:28]=1. (3) Given the product [OH:37][CH:36]([C:32]1[CH:33]=[C:34]2[C:29](=[CH:30][CH:31]=1)[N:28]=[CH:27][C:26]([N:23]1[CH2:24][CH2:25][O:20][CH2:21][CH2:22]1)=[N:35]2)[C:2]1[CH:7]=[CH:6][C:5]([NH:8][C:9](=[O:14])[C:10]([CH3:13])([CH3:12])[CH3:11])=[CH:4][CH:3]=1, predict the reactants needed to synthesize it. The reactants are: Br[C:2]1[CH:7]=[CH:6][C:5]([NH:8][C:9](=[O:14])[C:10]([CH3:13])([CH3:12])[CH3:11])=[CH:4][CH:3]=1.[Li]CCCC.[O:20]1[CH2:25][CH2:24][N:23]([C:26]2[CH:27]=[N:28][C:29]3[C:34]([N:35]=2)=[CH:33][C:32]([CH:36]=[O:37])=[CH:31][CH:30]=3)[CH2:22][CH2:21]1. (4) Given the product [N+:8]([C:4]1[CH:3]=[C:2]([N:11]2[CH2:16][CH2:15][CH2:14][CH2:13][CH2:12]2)[CH:7]=[CH:6][CH:5]=1)([O-:10])=[O:9], predict the reactants needed to synthesize it. The reactants are: F[C:2]1[CH:3]=[C:4]([N+:8]([O-:10])=[O:9])[CH:5]=[CH:6][CH:7]=1.[NH:11]1[CH2:16][CH2:15][CH2:14][CH2:13][CH2:12]1. (5) Given the product [NH2:1][C:2]1[C:11]2[C:6](=[C:7]([C:13]3[C:14]([CH3:24])=[CH:15][C:16](/[CH:20]=[CH:21]/[C:22]#[N:23])=[CH:17][C:18]=3[CH3:19])[CH:8]=[C:9]([Cl:12])[CH:10]=2)[N:5]=[C:4]([NH:26][C:27]2[CH:34]=[CH:33][C:30]([C:31]#[N:32])=[CH:29][CH:28]=2)[N:3]=1, predict the reactants needed to synthesize it. The reactants are: [NH2:1][C:2]1[C:11]2[C:6](=[C:7]([C:13]3[C:18]([CH3:19])=[CH:17][C:16](/[CH:20]=[CH:21]/[C:22]#[N:23])=[CH:15][C:14]=3[CH3:24])[CH:8]=[C:9]([Cl:12])[CH:10]=2)[N:5]=[C:4](Cl)[N:3]=1.[NH2:26][C:27]1[CH:34]=[CH:33][C:30]([C:31]#[N:32])=[CH:29][CH:28]=1.CC1(C)C2C=CC=C(P(C3C=CC=CC=3)C3C=CC=CC=3)C=2OC2C1=CC=CC=2P(C1C=CC=CC=1)C1C=CC=CC=1.C(N(CC)C(C)C)(C)C.